Task: Predict the reactants needed to synthesize the given product.. Dataset: Full USPTO retrosynthesis dataset with 1.9M reactions from patents (1976-2016) (1) Given the product [ClH:26].[Cl:33][C:28]1[CH:29]=[CH:30][CH:31]=[CH:32][C:27]=1[CH:19]([O:18][CH:16]1[CH2:17][NH:14][CH2:15]1)[C:20]1[CH:25]=[CH:24][CH:23]=[CH:22][C:21]=1[Cl:26], predict the reactants needed to synthesize it. The reactants are: C([N:14]1[CH2:17][CH:16]([O:18][CH:19]([C:27]2[CH:32]=[CH:31][CH:30]=[CH:29][C:28]=2[Cl:33])[C:20]2[CH:25]=[CH:24][CH:23]=[CH:22][C:21]=2[Cl:26])[CH2:15]1)(C1C=CC=CC=1)C1C=CC=CC=1.Cl.ClC1C=CC=CC=1C(OC1CNC1)C1C=CC(Cl)=CC=1. (2) Given the product [O:2]=[CH:3][CH2:4][N:5]1[C:9]2[C:10]([C:14]([O:16][CH3:17])=[O:15])=[CH:11][CH:12]=[CH:13][C:8]=2[N:7]=[CH:6]1, predict the reactants needed to synthesize it. The reactants are: C[O:2][CH:3](OC)[CH2:4][N:5]1[C:9]2[C:10]([C:14]([O:16][CH3:17])=[O:15])=[CH:11][CH:12]=[CH:13][C:8]=2[N:7]=[C:6]1C(C)C.O.FC(F)(F)C(O)=O. (3) Given the product [NH:34]1[CH:33]=[C:32]([NH:31][C:8]2[O:9][C:10]([C:11]3[CH:16]=[CH:15][C:14]([N:17]4[CH2:22][CH2:21][N:20]([C:23]([O:25][C:26]([CH3:29])([CH3:27])[CH3:28])=[O:24])[CH2:19][CH2:18]4)=[CH:13][CH:12]=3)=[C:6]([C:4]([OH:3])=[O:5])[N:7]=2)[CH:36]=[N:35]1, predict the reactants needed to synthesize it. The reactants are: C([O:3][C:4]([C:6]1[N:7]=[C:8](I)[O:9][C:10]=1[C:11]1[CH:16]=[CH:15][C:14]([N:17]2[CH2:22][CH2:21][N:20]([C:23]([O:25][C:26]([CH3:29])([CH3:28])[CH3:27])=[O:24])[CH2:19][CH2:18]2)=[CH:13][CH:12]=1)=[O:5])C.[NH2:31][C:32]1[CH:33]=[N:34][N:35](C(OC(C)(C)C)=O)[CH:36]=1.C(=O)([O-])[O-].[Cs+].[Cs+].CC1(C)C2C=CC=C(P(C3C=CC=CC=3)C3C=CC=CC=3)C=2OC2C1=CC=CC=2P(C1C=CC=CC=1)C1C=CC=CC=1. (4) Given the product [CH3:12][O:13][C:14]1[CH:19]=[C:18]([N+:20]([O-:22])=[O:21])[CH:17]=[C:16]([S:23]([CH2:24][CH2:25][O:26][CH2:27][CH2:28][O:29][CH2:30][CH2:31][O:32][CH3:33])=[O:9])[CH:15]=1, predict the reactants needed to synthesize it. The reactants are: C1C=C(Cl)C=C(C(OO)=[O:9])C=1.[CH3:12][O:13][C:14]1[CH:15]=[C:16]([S:23][CH2:24][CH2:25][O:26][CH2:27][CH2:28][O:29][CH2:30][CH2:31][O:32][CH3:33])[CH:17]=[C:18]([N+:20]([O-:22])=[O:21])[CH:19]=1. (5) Given the product [CH2:12]([O:11][C:8]1([C:5]2[CH:6]=[CH:7][C:2]([C:25]#[C:24][Si:21]([CH3:23])([CH3:22])[CH3:20])=[CH:3][C:4]=2[CH3:19])[CH2:10][CH2:9]1)[C:13]1[CH:18]=[CH:17][CH:16]=[CH:15][CH:14]=1, predict the reactants needed to synthesize it. The reactants are: Br[C:2]1[CH:7]=[CH:6][C:5]([C:8]2([O:11][CH2:12][C:13]3[CH:18]=[CH:17][CH:16]=[CH:15][CH:14]=3)[CH2:10][CH2:9]2)=[C:4]([CH3:19])[CH:3]=1.[CH3:20][Si:21]([C:24]#[CH:25])([CH3:23])[CH3:22]. (6) Given the product [CH3:2][N:3]([CH3:4])[C:27](=[O:29])[CH2:26][CH2:25][C:22]1[NH:23][CH:24]=[C:20]([CH2:16][CH2:17][CH2:18][CH3:19])[CH:21]=1, predict the reactants needed to synthesize it. The reactants are: Cl.[CH3:2][NH:3][CH3:4].C[Al](C)C.C1(C)C=CC=CC=1.[CH2:16]([C:20]1[CH:21]=[C:22]([CH2:25][CH2:26][C:27]([O:29]CC)=O)[NH:23][CH:24]=1)[CH2:17][CH2:18][CH3:19]. (7) Given the product [CH2:13]([CH:16]1[CH2:21][CH2:20][N:19]([C:2]([O:4][C:5]2[CH:10]=[CH:9][CH:8]=[CH:7][C:6]=2[O:11][CH3:12])=[O:3])[CH2:18][CH2:17]1)[C:14]#[CH:15], predict the reactants needed to synthesize it. The reactants are: Cl[C:2]([O:4][C:5]1[CH:10]=[CH:9][CH:8]=[CH:7][C:6]=1[O:11][CH3:12])=[O:3].[CH2:13]([CH:16]1[CH2:21][CH2:20][N:19](C(OC(C)(C)C)=O)[CH2:18][CH2:17]1)[C:14]#[CH:15].